Task: Predict which catalyst facilitates the given reaction.. Dataset: Catalyst prediction with 721,799 reactions and 888 catalyst types from USPTO Reactant: C(OC([NH:8][C@H:9]1[CH2:14][C@@H:13]([CH3:15])[CH2:12][N:11]([C:16]2[CH:21]=[CH:20][N:19]=[CH:18][C:17]=2[NH:22][C:23]([C:25]2[C:29]3=[N:30][CH:31]=[C:32]([C:34]4[CH:35]=[N:36][N:37]([CH3:39])[CH:38]=4)[CH:33]=[C:28]3[O:27][C:26]=2[NH:40]C(=O)OC(C)(C)C)=[O:24])[CH2:10]1)=O)(C)(C)C.Cl.O1CCOCC1. Product: [NH2:40][C:26]1[O:27][C:28]2[C:29](=[N:30][CH:31]=[C:32]([C:34]3[CH:35]=[N:36][N:37]([CH3:39])[CH:38]=3)[CH:33]=2)[C:25]=1[C:23]([NH:22][C:17]1[CH:18]=[N:19][CH:20]=[CH:21][C:16]=1[N:11]1[CH2:12][C@H:13]([CH3:15])[CH2:14][C@H:9]([NH2:8])[CH2:10]1)=[O:24]. The catalyst class is: 5.